From a dataset of Catalyst prediction with 721,799 reactions and 888 catalyst types from USPTO. Predict which catalyst facilitates the given reaction. (1) Reactant: [CH:1]1([CH2:4][O:5][C:6]2[C:7]([O:24]COC)=[C:8]([C:14]3[CH:22]=[CH:21][CH:20]=[C:19]4[C:15]=3[CH2:16][CH2:17][C:18]4=[O:23])[CH:9]=[CH:10][C:11]=2[O:12][CH3:13])[CH2:3][CH2:2]1.Cl. Product: [CH:1]1([CH2:4][O:5][C:6]2[C:7]([OH:24])=[C:8]([C:14]3[CH:22]=[CH:21][CH:20]=[C:19]4[C:15]=3[CH2:16][CH2:17][C:18]4=[O:23])[CH:9]=[CH:10][C:11]=2[O:12][CH3:13])[CH2:3][CH2:2]1. The catalyst class is: 5. (2) Product: [CH3:27][C:26]1[CH:28]=[CH:29][C:23]([S:20]([O:18][CH2:17][CH2:16][O:15][CH2:14][CH2:13][O:12][CH2:11][CH2:10][O:9][CH2:8][CH2:7][O:6][CH2:5][CH2:4][O:3][CH2:2][CH2:1][OH:19])(=[O:22])=[O:21])=[CH:24][CH:25]=1. Reactant: [CH2:1]([OH:19])[CH2:2][O:3][CH2:4][CH2:5][O:6][CH2:7][CH2:8][O:9][CH2:10][CH2:11][O:12][CH2:13][CH2:14][O:15][CH2:16][CH2:17][OH:18].[S:20](Cl)([C:23]1[CH:29]=[CH:28][C:26]([CH3:27])=[CH:25][CH:24]=1)(=[O:22])=[O:21]. The catalyst class is: 2. (3) The catalyst class is: 2. Reactant: [F:1][C:2]1[CH:3]=[C:4]([CH:40]=[C:41]([F:43])[CH:42]=1)[CH2:5][C@H:6]([C:25]([N:27]1[C@@H:31]([CH2:32][C:33]2[CH:38]=[CH:37][CH:36]=[CH:35][CH:34]=2)[CH2:30][O:29][C:28]1=[O:39])=[O:26])[C@@H:7]([CH:9]1[CH2:13][CH:12]([O:14][CH2:15][CH:16]=[CH2:17])[CH2:11][N:10]1[C:18]([O:20][C:21]([CH3:24])([CH3:23])[CH3:22])=[O:19])[OH:8].C([C@H]1COC(=O)N1C(=O)CCC1C=C(F)C=C(F)C=1)C1C=CC=CC=1.B(OS(C(F)(F)F)(=O)=O)(CCCC)CCCC.CCN(C(C)C)C(C)C.C(O[C@H]1CN(C(OC(C)(C)C)=O)[C@@H](C=O)C1)C=C. Product: [F:43][C:41]1[CH:40]=[C:4]([CH:3]=[C:2]([F:1])[CH:42]=1)[CH2:5][C@H:6]([C:25]([N:27]1[C@@H:31]([CH2:32][C:33]2[CH:34]=[CH:35][CH:36]=[CH:37][CH:38]=2)[CH2:30][O:29][C:28]1=[O:39])=[O:26])[C@@H:7]([C@H:9]1[CH2:13][C@@H:12]([O:14][CH2:15][CH:16]=[CH2:17])[CH2:11][N:10]1[C:18]([O:20][C:21]([CH3:24])([CH3:23])[CH3:22])=[O:19])[OH:8]. (4) Reactant: C[O:2][C:3](=[O:37])[CH2:4][CH2:5][C:6]1[CH:11]=[CH:10][C:9]([O:12][CH2:13][CH2:14][CH:15]([O:17][C:18]2[CH:23]=[CH:22][C:21]([CH2:24][CH2:25][CH2:26][CH3:27])=[CH:20][C:19]=2[C:28](=[O:35])[C:29]2[CH:34]=[CH:33][CH:32]=[CH:31][CH:30]=2)[CH3:16])=[CH:8][C:7]=1[CH3:36].[OH-].[Na+].Cl. Product: [C:28]([C:19]1[CH:20]=[C:21]([CH2:24][CH2:25][CH2:26][CH3:27])[CH:22]=[CH:23][C:18]=1[O:17][CH:15]([CH3:16])[CH2:14][CH2:13][O:12][C:9]1[CH:10]=[CH:11][C:6]([CH2:5][CH2:4][C:3]([OH:37])=[O:2])=[C:7]([CH3:36])[CH:8]=1)(=[O:35])[C:29]1[CH:30]=[CH:31][CH:32]=[CH:33][CH:34]=1. The catalyst class is: 24. (5) Reactant: [NH2:1][C:2]1[N:7]=[C:6]([O:8][CH2:9][C:10]2[CH:11]=[C:12]([CH:16]=[CH:17][CH:18]=2)[C:13]([OH:15])=O)[C:5]([C:19]#[N:20])=[C:4]([C:21]2[CH:26]=[CH:25][C:24]([O:27][CH:28]3[CH2:32][CH2:31][O:30][CH2:29]3)=[CH:23][CH:22]=2)[C:3]=1[C:33]#[N:34].Cl.C[N:37](C)CCCN=C=NCC.O.ON1C2C=CC=CC=2N=N1.[Cl-].[NH4+].C(N(CC)C(C)C)(C)C. Product: [NH2:1][C:2]1[N:7]=[C:6]([O:8][CH2:9][C:10]2[CH:11]=[C:12]([CH:16]=[CH:17][CH:18]=2)[C:13]([NH2:37])=[O:15])[C:5]([C:19]#[N:20])=[C:4]([C:21]2[CH:22]=[CH:23][C:24]([O:27][CH:28]3[CH2:32][CH2:31][O:30][CH2:29]3)=[CH:25][CH:26]=2)[C:3]=1[C:33]#[N:34]. The catalyst class is: 18.